From a dataset of Reaction yield outcomes from USPTO patents with 853,638 reactions. Predict the reaction yield, written as a fraction of the theoretical maximum amount of product (1.0 means a 100% yield; for example, 0.34 means a 34% yield). (1) The catalyst is CCO.CCOCC. The product is [ClH:1].[CH3:31][CH:30]([NH:33][CH:26]1[CH2:27][CH2:28][N:23]([C:21]([C:18]2[CH:17]=[CH:16][C:15]([NH:14][C:10]3[N:9]=[C:8]([C:5]4[CH:6]=[CH:7][C:2]([Cl:1])=[CH:3][CH:4]=4)[CH:13]=[CH:12][N:11]=3)=[CH:20][CH:19]=2)=[O:22])[CH2:24][CH2:25]1)[CH3:32]. The yield is 0.300. The reactants are [Cl:1][C:2]1[CH:7]=[CH:6][C:5]([C:8]2[CH:13]=[CH:12][N:11]=[C:10]([NH:14][C:15]3[CH:20]=[CH:19][C:18]([C:21]([N:23]4[CH2:28][CH2:27][C:26](=O)[CH2:25][CH2:24]4)=[O:22])=[CH:17][CH:16]=3)[N:9]=2)=[CH:4][CH:3]=1.[CH:30]([NH2:33])([CH3:32])[CH3:31].C([BH3-])#N.[Na+].Cl. (2) The reactants are [C:1]([C:3]1[CH:4]=[C:5]2[C:10](=[CH:11][C:12]=1[OH:13])[N:9]=[CH:8][CH:7]=[C:6]2[O:14][C:15]1[CH:20]=[CH:19][C:18]([NH:21][C:22]([NH:24][C:25]2[CH:30]=[CH:29][C:28]([F:31])=[CH:27][CH:26]=2)=[O:23])=[CH:17][CH:16]=1)#[N:2].Br[CH2:33][CH2:34][Cl:35].C(=O)([O-])[O-].[K+].[K+].O1CCCC1. The catalyst is CN(C)C=O.C(OCC)(=O)C. The product is [C:1]([C:3]1[CH:4]=[C:5]2[C:10](=[CH:11][C:12]=1[O:13][CH2:33][CH2:34][Cl:35])[N:9]=[CH:8][CH:7]=[C:6]2[O:14][C:15]1[CH:16]=[CH:17][C:18]([NH:21][C:22]([NH:24][C:25]2[CH:26]=[CH:27][C:28]([F:31])=[CH:29][CH:30]=2)=[O:23])=[CH:19][CH:20]=1)#[N:2]. The yield is 0.757.